Dataset: TCR-epitope binding with 47,182 pairs between 192 epitopes and 23,139 TCRs. Task: Binary Classification. Given a T-cell receptor sequence (or CDR3 region) and an epitope sequence, predict whether binding occurs between them. (1) The epitope is QARQMVQAMRTIGTHP. The TCR CDR3 sequence is CASSEQVAQETQYF. Result: 1 (the TCR binds to the epitope). (2) The epitope is HTTDPSFLGRY. The TCR CDR3 sequence is CASSSDLGGSTDTQYF. Result: 1 (the TCR binds to the epitope). (3) The epitope is QECVRGTTVL. The TCR CDR3 sequence is CASSVKAGGNEQYF. Result: 0 (the TCR does not bind to the epitope). (4) The epitope is KLGGALQAK. The TCR CDR3 sequence is CASSASRAATNEKLFF. Result: 1 (the TCR binds to the epitope).